This data is from Reaction yield outcomes from USPTO patents with 853,638 reactions. The task is: Predict the reaction yield, written as a fraction of the theoretical maximum amount of product (1.0 means a 100% yield; for example, 0.34 means a 34% yield). (1) The reactants are [Br:1][C:2]1[CH:3]=[CH:4][C:5]([F:25])=[C:6]([C@:8]([NH:18][S@@:19]([C:21]([CH3:24])([CH3:23])[CH3:22])=[O:20])([CH3:17])[C:9]([F:16])([F:15])C(OCC)=O)[CH:7]=1.[CH3:26][Mg]Br.[CH2:29]1[CH2:33][O:32]CC1. No catalyst specified. The product is [Br:1][C:2]1[CH:3]=[CH:4][C:5]([F:25])=[C:6]([C@@:8]([NH:18][S@@:19]([C:21]([CH3:24])([CH3:22])[CH3:23])=[O:20])([C:9]([F:16])([F:15])[C:33]([OH:32])([CH3:29])[CH3:26])[CH3:17])[CH:7]=1. The yield is 0.997. (2) The reactants are [N:1]1([C:49]([O:51][CH2:52][C:53]2[CH:58]=[CH:57][CH:56]=[CH:55][CH:54]=2)=[O:50])[CH2:5][CH2:4][CH2:3][C@H:2]1[C:6]([O:8][CH2:9][C:10]([C:12]1[CH:21]=[CH:20][C:19]2[C:14](=[CH:15][CH:16]=[CH:17][C:18]=2[O:22][CH2:23][C:24]2[CH:29]=[C:28]([C:30](=[O:47])[CH2:31][O:32][C:33]([C@@H:35]3[CH2:39][CH2:38][CH2:37][N:36]3[C:40]([O:42][C:43]([CH3:46])([CH3:45])[CH3:44])=[O:41])=[O:34])[CH:27]=[CH:26][C:25]=2Br)[CH:13]=1)=[O:11])=[O:7].C([O-])(=O)C.[Na+]. The catalyst is C1C=CC(P(C2C=CC=CC=2)[C-]2C=CC=C2)=CC=1.C1C=CC(P(C2C=CC=CC=2)[C-]2C=CC=C2)=CC=1.Cl[Pd]Cl.[Fe+2].CN(C)C=O. The product is [N:1]1([C:49]([O:51][CH2:52][C:53]2[CH:58]=[CH:57][CH:56]=[CH:55][CH:54]=2)=[O:50])[CH2:5][CH2:4][CH2:3][C@H:2]1[C:6]([O:8][CH2:9][C:10]([C:12]1[CH:21]=[CH:20][C:19]2[C:14]([CH:13]=1)=[CH:15][CH:16]=[C:17]1[C:18]=2[O:22][CH2:23][C:24]2[CH:29]=[C:28]([C:30](=[O:47])[CH2:31][O:32][C:33]([C@@H:35]3[CH2:39][CH2:38][CH2:37][N:36]3[C:40]([O:42][C:43]([CH3:46])([CH3:45])[CH3:44])=[O:41])=[O:34])[CH:27]=[CH:26][C:25]1=2)=[O:11])=[O:7]. The yield is 0.460. (3) The reactants are [CH3:1][O:2][C:3]1[CH:12]=[C:11]2[C:6]([C:7]([CH3:20])=[CH:8][C:9]([NH:13][C@H:14]3[CH2:18][CH2:17][C@H:16]([NH2:19])[CH2:15]3)=[N:10]2)=[CH:5][CH:4]=1.[F:21][C:22]([F:37])([F:36])[C:23]1[CH:28]=[CH:27][C:26]([N:29]2[CH:33]=[CH:32][C:31]([CH:34]=O)=[CH:30]2)=[CH:25][CH:24]=1. The catalyst is C(Cl)Cl. The product is [CH3:1][O:2][C:3]1[CH:12]=[C:11]2[C:6]([C:7]([CH3:20])=[CH:8][C:9]([NH:13][C@H:14]3[CH2:18][CH2:17][C@H:16]([NH:19][CH2:34][C:31]4[CH:32]=[CH:33][N:29]([C:26]5[CH:27]=[CH:28][C:23]([C:22]([F:37])([F:21])[F:36])=[CH:24][CH:25]=5)[CH:30]=4)[CH2:15]3)=[N:10]2)=[CH:5][CH:4]=1. The yield is 0.160. (4) The catalyst is N1C=CC=CC=1. The product is [CH3:15][N:13]([CH3:14])[CH2:12][CH2:11][C:5]1[C:4]2[C:8](=[CH:9][CH:10]=[C:2]([NH:1][S:25]([C:22]3[S:21][C:20]4[CH:29]=[CH:30][C:17]([Cl:16])=[CH:18][C:19]=4[C:23]=3[CH3:24])(=[O:27])=[O:26])[CH:3]=2)[NH:7][CH:6]=1. The reactants are [NH2:1][C:2]1[CH:3]=[C:4]2[C:8](=[CH:9][CH:10]=1)[NH:7][CH:6]=[C:5]2[CH2:11][CH2:12][N:13]([CH3:15])[CH3:14].[Cl:16][C:17]1[CH:30]=[CH:29][C:20]2[S:21][C:22]([S:25](Cl)(=[O:27])=[O:26])=[C:23]([CH3:24])[C:19]=2[CH:18]=1. The yield is 0.820. (5) The reactants are [NH2:1][C:2]1[CH:11]=[CH:10][C:5]([C:6]([O:8][CH3:9])=[O:7])=[C:4]([OH:12])[CH:3]=1.N1C=CC=CC=1.[CH3:19][S:20](Cl)(=[O:22])=[O:21].Cl. The catalyst is C(Cl)Cl. The product is [OH:12][C:4]1[CH:3]=[C:2]([NH:1][S:20]([CH3:19])(=[O:22])=[O:21])[CH:11]=[CH:10][C:5]=1[C:6]([O:8][CH3:9])=[O:7]. The yield is 0.549.